From a dataset of Reaction yield outcomes from USPTO patents with 853,638 reactions. Predict the reaction yield, written as a fraction of the theoretical maximum amount of product (1.0 means a 100% yield; for example, 0.34 means a 34% yield). The reactants are [CH2:1](Br)[C:2]1[CH:7]=[CH:6][CH:5]=[CH:4][CH:3]=1.C(=O)([O-])[O-].[K+].[K+].[OH:15][C:16]1[CH:23]=[C:22]([O:24][CH3:25])[CH:21]=[CH:20][C:17]=1[CH:18]=[O:19]. The catalyst is CC(C)=O. The product is [CH2:1]([O:15][C:16]1[CH:23]=[C:22]([O:24][CH3:25])[CH:21]=[CH:20][C:17]=1[CH:18]=[O:19])[C:2]1[CH:7]=[CH:6][CH:5]=[CH:4][CH:3]=1. The yield is 0.860.